Dataset: Forward reaction prediction with 1.9M reactions from USPTO patents (1976-2016). Task: Predict the product of the given reaction. (1) The product is: [C:1]([O:4][C:5]1[CH:6]=[CH:7][C:8]([C:11]2[N:12]=[C:13]([CH2:18][C:19]3[CH:24]=[CH:23][CH:22]=[CH:21][CH:20]=3)[C:14]([N:17]([S:33]([CH3:32])(=[O:35])=[O:34])[S:33]([CH3:32])(=[O:35])=[O:34])=[N:15][CH:16]=2)=[CH:9][CH:10]=1)(=[O:3])[CH3:2]. Given the reactants [C:1]([O:4][C:5]1[CH:10]=[CH:9][C:8]([C:11]2[N:12]=[C:13]([CH2:18][C:19]3[CH:24]=[CH:23][CH:22]=[CH:21][CH:20]=3)[C:14]([NH2:17])=[N:15][CH:16]=2)=[CH:7][CH:6]=1)(=[O:3])[CH3:2].C(N(CC)CC)C.[CH3:32][S:33](Cl)(=[O:35])=[O:34].Cl, predict the reaction product. (2) Given the reactants [Cl:1][C:2]1[CH:9]=[CH:8][CH:7]=[C:6]([N+:10]([O-])=O)[C:3]=1[CH:4]=[O:5].CCOC(C)=O, predict the reaction product. The product is: [NH2:10][C:6]1[CH:7]=[CH:8][CH:9]=[C:2]([Cl:1])[C:3]=1[CH:4]=[O:5]. (3) Given the reactants [N:1]([CH:4]1[C:10]2[CH:11]=[CH:12][CH:13]=[CH:14][C:9]=2[C:8]2[CH:15]=[CH:16][CH:17]=[N:18][C:7]=2[N:6]([CH2:19][CH2:20][O:21][Si:22]([C:25]([CH3:28])([CH3:27])[CH3:26])([CH3:24])[CH3:23])[C:5]1=[O:29])=[N+]=[N-], predict the reaction product. The product is: [NH2:1][CH:4]1[C:10]2[CH:11]=[CH:12][CH:13]=[CH:14][C:9]=2[C:8]2[CH:15]=[CH:16][CH:17]=[N:18][C:7]=2[N:6]([CH2:19][CH2:20][O:21][Si:22]([C:25]([CH3:27])([CH3:26])[CH3:28])([CH3:23])[CH3:24])[C:5]1=[O:29]. (4) Given the reactants [CH:1]([C:4]1[CH:5]=[C:6]([CH:9]=[CH:10][C:11]=1[O:12][CH3:13])[CH:7]=O)([CH3:3])[CH3:2].[NH:14]1[C:22]2[C:17](=[CH:18][CH:19]=[CH:20][CH:21]=2)[CH2:16][C:15]1=[O:23], predict the reaction product. The product is: [CH:1]([C:4]1[CH:5]=[C:6]([CH:9]=[CH:10][C:11]=1[O:12][CH3:13])[CH:7]=[C:16]1[C:17]2[C:22](=[CH:21][CH:20]=[CH:19][CH:18]=2)[NH:14][C:15]1=[O:23])([CH3:3])[CH3:2].